Dataset: Forward reaction prediction with 1.9M reactions from USPTO patents (1976-2016). Task: Predict the product of the given reaction. Given the reactants [NH2:1][CH2:2][C:3]1[C:4]([F:24])=[CH:5][C:6]([Cl:23])=[C:7]([C:9]2[NH:10][C:11](=[O:22])[N:12]([CH:14]3[CH2:19][CH2:18][C:17]([CH3:21])([CH3:20])[CH2:16][CH2:15]3)[N:13]=2)[CH:8]=1.[C:25](Cl)(=[O:30])[C:26]([CH3:29])([CH3:28])[CH3:27], predict the reaction product. The product is: [Cl:23][C:6]1[C:7]([C:9]2[NH:10][C:11](=[O:22])[N:12]([CH:14]3[CH2:19][CH2:18][C:17]([CH3:20])([CH3:21])[CH2:16][CH2:15]3)[N:13]=2)=[CH:8][C:3]([CH2:2][NH:1][C:25](=[O:30])[C:26]([CH3:29])([CH3:28])[CH3:27])=[C:4]([F:24])[CH:5]=1.